From a dataset of Forward reaction prediction with 1.9M reactions from USPTO patents (1976-2016). Predict the product of the given reaction. (1) The product is: [S:10]1[CH:14]=[CH:13][N:12]=[C:11]1[C:2]1[CH:9]=[CH:8][C:5]([CH:6]=[O:7])=[CH:4][CH:3]=1. Given the reactants Br[C:2]1[CH:9]=[CH:8][C:5]([CH:6]=[O:7])=[CH:4][CH:3]=1.[S:10]1[CH:14]=[CH:13][N:12]=[C:11]1B(O)O, predict the reaction product. (2) Given the reactants Br[C:2]1[CH:3]=[C:4]([CH:17]=[CH:18][CH:19]=1)[CH2:5][CH2:6][O:7][CH2:8][CH2:9][C:10]([O:12][C:13]([CH3:16])([CH3:15])[CH3:14])=[O:11].[CH2:20]([N:22]1[CH:26]=[C:25](B2OC(C)(C)C(C)(C)O2)[CH:24]=[N:23]1)[CH3:21], predict the reaction product. The product is: [CH2:20]([N:22]1[CH:26]=[C:25]([C:2]2[CH:3]=[C:4]([CH:17]=[CH:18][CH:19]=2)[CH2:5][CH2:6][O:7][CH2:8][CH2:9][C:10]([O:12][C:13]([CH3:16])([CH3:15])[CH3:14])=[O:11])[CH:24]=[N:23]1)[CH3:21]. (3) Given the reactants C(OC([NH:8][CH2:9][C@H:10]1[CH2:15][CH2:14][C@H:13]([C:16]([NH:18][C@H:19]([C:50](=[O:65])[NH:51][C:52]2[CH:53]=[CH:54][C:55]3[N:59]=[C:58]([C:60]([F:63])([F:62])[F:61])[NH:57][C:56]=3[CH:64]=2)[CH2:20][C:21]2[CH:26]=[CH:25][C:24]([C:27]3[CH:32]=[CH:31][C:30]([C:33]([NH:35][CH:36]4[CH2:41][CH2:40][N:39](C(OC(C)(C)C)=O)[CH2:38][CH2:37]4)=[O:34])=[CH:29][C:28]=3[CH3:49])=[CH:23][CH:22]=2)=[O:17])[CH2:12][CH2:11]1)=O)(C)(C)C.[ClH:66], predict the reaction product. The product is: [ClH:66].[NH2:8][CH2:9][C@H:10]1[CH2:11][CH2:12][C@H:13]([C:16]([NH:18][C@H:19]([C:50](=[O:65])[NH:51][C:52]2[CH:53]=[CH:54][C:55]3[N:59]=[C:58]([C:60]([F:62])([F:63])[F:61])[NH:57][C:56]=3[CH:64]=2)[CH2:20][C:21]2[CH:26]=[CH:25][C:24]([C:27]3[CH:32]=[CH:31][C:30]([C:33]([NH:35][CH:36]4[CH2:41][CH2:40][NH:39][CH2:38][CH2:37]4)=[O:34])=[CH:29][C:28]=3[CH3:49])=[CH:23][CH:22]=2)=[O:17])[CH2:14][CH2:15]1. (4) Given the reactants Cl.[NH2:2][OH:3].C([O-])(O)=O.[Na+].[N:9]1[CH:14]=[CH:13][CH:12]=[C:11]([CH2:15][NH:16][S:17]([C:20]2[CH:21]=[C:22]([CH:26]=[CH:27][C:28](Cl)=[O:29])[CH:23]=[CH:24][CH:25]=2)(=[O:19])=[O:18])[CH:10]=1.Cl, predict the reaction product. The product is: [OH:3][NH:2][C:28](=[O:29])[CH:27]=[CH:26][C:22]1[CH:23]=[CH:24][CH:25]=[C:20]([S:17](=[O:19])(=[O:18])[NH:16][CH2:15][C:11]2[CH:10]=[N:9][CH:14]=[CH:13][CH:12]=2)[CH:21]=1.